From a dataset of Full USPTO retrosynthesis dataset with 1.9M reactions from patents (1976-2016). Predict the reactants needed to synthesize the given product. (1) Given the product [ClH:35].[ClH:35].[Br:1][C:2]1[C:11]2[C:10]([S:12]([N:15]3[CH2:20][CH2:19][NH:18][CH2:17][C@@H:16]3[CH3:28])(=[O:13])=[O:14])=[CH:9][CH:8]=[CH:7][C:6]=2[CH:5]=[N:4][CH:3]=1, predict the reactants needed to synthesize it. The reactants are: [Br:1][C:2]1[C:11]2[C:10]([S:12]([N:15]3[CH2:20][CH2:19][N:18](C(OC(C)(C)C)=O)[CH2:17][C@@H:16]3[CH3:28])(=[O:14])=[O:13])=[CH:9][CH:8]=[CH:7][C:6]=2[CH:5]=[N:4][CH:3]=1.O1CCOCC1.[ClH:35]. (2) Given the product [CH:1]([C@H:14]1[N:19]2[CH2:20][CH2:21][NH:22][CH2:23][C@H:18]2[CH2:17][N:16]([C:34]([O:36][C:37]([CH3:40])([CH3:39])[CH3:38])=[O:35])[CH2:15]1)([C:8]1[CH:13]=[CH:12][CH:11]=[CH:10][CH:9]=1)[C:2]1[CH:7]=[CH:6][CH:5]=[CH:4][CH:3]=1, predict the reactants needed to synthesize it. The reactants are: [CH:1]([C@H:14]1[N:19]2[CH2:20][CH2:21][N:22](C(OCC3C=CC=CC=3)=O)[CH2:23][C@H:18]2[CH2:17][N:16]([C:34]([O:36][C:37]([CH3:40])([CH3:39])[CH3:38])=[O:35])[CH2:15]1)([C:8]1[CH:13]=[CH:12][CH:11]=[CH:10][CH:9]=1)[C:2]1[CH:7]=[CH:6][CH:5]=[CH:4][CH:3]=1. (3) Given the product [Cl:29][C:27]1[CH:26]=[N:25][C:8]2=[N:9][C:10]([N:11]3[CH2:17][CH2:16][CH2:15][N:14]([C:18]([O:20][C:21]([CH3:24])([CH3:23])[CH3:22])=[O:19])[CH2:13][CH2:12]3)=[C:5]([NH:2][NH2:3])[N:6]=[C:7]2[CH:28]=1, predict the reactants needed to synthesize it. The reactants are: O.[NH2:2][NH2:3].Cl[C:5]1[N:6]=[C:7]2[CH:28]=[C:27]([Cl:29])[CH:26]=[N:25][C:8]2=[N:9][C:10]=1[N:11]1[CH2:17][CH2:16][CH2:15][N:14]([C:18]([O:20][C:21]([CH3:24])([CH3:23])[CH3:22])=[O:19])[CH2:13][CH2:12]1.CCO. (4) Given the product [F:55][C:49]1[CH:50]=[C:51]([F:54])[CH:52]=[CH:53][C:48]=1[O:47][C:33]1[C:32]([C:6]2[C:5]3[CH:17]=[CH:18][N:19]([S:20]([C:23]4[CH:24]=[CH:25][C:26]([CH3:29])=[CH:27][CH:28]=4)(=[O:21])=[O:22])[C:4]=3[C:3](=[O:30])[N:2]([CH3:1])[CH:7]=2)=[CH:46][C:36]2[N:37]([CH:40]3[CH2:45][CH2:44][CH2:43][CH2:42][O:41]3)[N:38]=[N:39][C:35]=2[CH:34]=1, predict the reactants needed to synthesize it. The reactants are: [CH3:1][N:2]1[CH:7]=[C:6](B2OC(C)(C)C(C)(C)O2)[C:5]2[CH:17]=[CH:18][N:19]([S:20]([C:23]3[CH:28]=[CH:27][C:26]([CH3:29])=[CH:25][CH:24]=3)(=[O:22])=[O:21])[C:4]=2[C:3]1=[O:30].Br[C:32]1[C:33]([O:47][C:48]2[CH:53]=[CH:52][C:51]([F:54])=[CH:50][C:49]=2[F:55])=[CH:34][C:35]2[N:39]=[N:38][N:37]([CH:40]3[CH2:45][CH2:44][CH2:43][CH2:42][O:41]3)[C:36]=2[CH:46]=1.[F-].[Cs+]. (5) The reactants are: [Cl:1][C:2]1[N:11]=[CH:10][CH:9]=[C:8]2[C:3]=1[CH:4]=[C:5]([C:30]1[CH:35]=[CH:34][CH:33]=[CH:32][CH:31]=1)[C:6]([C:12]1[CH:17]=[CH:16][C:15]([C:18]3([NH:22]C(=O)OC(C)(C)C)[CH2:21][CH2:20][CH2:19]3)=[CH:14][CH:13]=1)=[N:7]2.[O:36]1CCOCC1.Cl.O. Given the product [Cl-:1].[O:36]=[C:2]1[NH:11][CH:10]=[CH:9][C:8]2[N:7]=[C:6]([C:12]3[CH:17]=[CH:16][C:15]([C:18]4([NH3+:22])[CH2:19][CH2:20][CH2:21]4)=[CH:14][CH:13]=3)[C:5]([C:30]3[CH:31]=[CH:32][CH:33]=[CH:34][CH:35]=3)=[CH:4][C:3]1=2, predict the reactants needed to synthesize it. (6) Given the product [O:1]1[C:5]2[CH:11]=[CH:7][CH:8]=[CH:9][C:4]=2[NH:3][C:2]1=[O:6], predict the reactants needed to synthesize it. The reactants are: [O:1]1[CH2:5][CH2:4][NH:3][C:2]1=[O:6].[CH2:7]1[CH2:11]O[CH2:9][CH2:8]1. (7) The reactants are: [C:1]1([CH2:7][O:8][C:9]2[CH:17]=[C:16]([C:18]([N:20]3[CH2:25][CH2:24][CH2:23][CH2:22][CH2:21]3)=[O:19])[C:15]([C:26]([F:29])([F:28])[F:27])=[CH:14][C:10]=2[C:11]([OH:13])=O)[CH:6]=[CH:5][CH:4]=[CH:3][CH:2]=1.C(N(C(C)C)CC)(C)C.CN(C(ON1N=[N:54][C:49]2[CH:50]=[CH:51][CH:52]=[N:53][C:48]1=2)=[N+](C)C)C.F[P-](F)(F)(F)(F)F.NC1C=NC=CC=1. Given the product [C:1]1([CH2:7][O:8][C:9]2[CH:17]=[C:16]([C:18]([N:20]3[CH2:25][CH2:24][CH2:23][CH2:22][CH2:21]3)=[O:19])[C:15]([C:26]([F:29])([F:27])[F:28])=[CH:14][C:10]=2[C:11]([NH:54][C:49]2[CH:48]=[N:53][CH:52]=[CH:51][CH:50]=2)=[O:13])[CH:6]=[CH:5][CH:4]=[CH:3][CH:2]=1, predict the reactants needed to synthesize it. (8) Given the product [CH3:2][O:3][C:4]1[CH2:15][C:14]([O:16][CH3:17])=[CH:13][CH:6]([CH2:7][CH:8]2[O:9][CH2:10][CH2:11][O:12]2)[CH:5]=1, predict the reactants needed to synthesize it. The reactants are: N.[CH3:2][O:3][C:4]1[CH:5]=[C:6]([CH:13]=[C:14]([O:16][CH3:17])[CH:15]=1)[CH2:7][CH:8]1[O:12][CH2:11][CH2:10][O:9]1.[Li]. (9) Given the product [NH2:1][C:2]1[N:3]=[C:4]([C:11]2[CH:16]=[CH:15][C:14]([CH3:17])=[CH:13][C:12]=2[CH3:18])[C:5]([CH:9]=[O:10])=[C:6]([SH:19])[N:7]=1, predict the reactants needed to synthesize it. The reactants are: [NH2:1][C:2]1[N:7]=[C:6](Cl)[C:5]([CH:9]=[O:10])=[C:4]([C:11]2[CH:16]=[CH:15][C:14]([CH3:17])=[CH:13][C:12]=2[CH3:18])[N:3]=1.[S-2:19].[Na+].[Na+].O. (10) Given the product [N:6]1[CH:7]=[CH:8][N:9]=[CH:10][C:5]=1[C:3]1[N:4]=[C:22]([C:13]2[C:14]3[C:19](=[CH:18][CH:17]=[CH:16][CH:15]=3)[CH:20]=[CH:21][C:12]=2[OH:11])[NH:1][N:2]=1, predict the reactants needed to synthesize it. The reactants are: [NH2:1][NH:2][C:3]([C:5]1[CH:10]=[N:9][CH:8]=[CH:7][N:6]=1)=[NH:4].[OH:11][C:12]1[CH:21]=[CH:20][C:19]2[C:14](=[CH:15][CH:16]=[CH:17][CH:18]=2)[C:13]=1[CH:22]=O.